This data is from Full USPTO retrosynthesis dataset with 1.9M reactions from patents (1976-2016). The task is: Predict the reactants needed to synthesize the given product. Given the product [F:1][C:2]1[CH:7]=[CH:6][CH:5]=[CH:4][C:3]=1[C:8]1[N:16]=[C:11]2[CH:12]=[N:13][N:14]([CH2:18][C:19]3[O:23][N:22]=[C:21]([C:24]4[CH:25]=[CH:26][C:27]([S:30]([CH3:33])(=[O:32])=[O:31])=[CH:28][CH:29]=4)[CH:20]=3)[CH:15]=[C:10]2[N:9]=1, predict the reactants needed to synthesize it. The reactants are: [F:1][C:2]1[CH:7]=[CH:6][CH:5]=[CH:4][C:3]=1[C:8]1[N:16]=[C:11]2[CH:12]=[N:13][NH:14][CH:15]=[C:10]2[N:9]=1.Cl[CH2:18][C:19]1[O:23][N:22]=[C:21]([C:24]2[CH:29]=[CH:28][C:27]([S:30]([CH3:33])(=[O:32])=[O:31])=[CH:26][CH:25]=2)[CH:20]=1.